This data is from Catalyst prediction with 721,799 reactions and 888 catalyst types from USPTO. The task is: Predict which catalyst facilitates the given reaction. Reactant: CS(O[CH2:6][CH2:7][CH2:8][C:9]([CH3:14])([N+:11]([O-:13])=[O:12])[CH3:10])(=O)=O.[I-:15].[Na+].O. Product: [CH3:10][C:9]([N+:11]([O-:13])=[O:12])([CH3:14])[CH2:8][CH2:7][CH2:6][I:15]. The catalyst class is: 21.